This data is from Forward reaction prediction with 1.9M reactions from USPTO patents (1976-2016). The task is: Predict the product of the given reaction. Given the reactants [CH2:1]([C@H:8]([NH:21][C:22]([C@@H:24]([NH:35][C:36]([C@@H:38]([NH:40][C:41]([C:43]1[N:44]([CH3:48])[N:45]=[CH:46][CH:47]=1)=[O:42])[CH3:39])=[O:37])[CH2:25][C:26]1[C:34]2[C:29](=[CH:30][CH:31]=[CH:32][CH:33]=2)[NH:28][CH:27]=1)=[O:23])[CH:9]([C:11](=[O:20])[NH:12][CH2:13][C:14]1[CH:19]=[CH:18][CH:17]=[CH:16][CH:15]=1)[OH:10])[C:2]1[CH:7]=[CH:6][CH:5]=[CH:4][CH:3]=1.CC(OI1(OC(C)=O)(OC(C)=O)OC(=O)C2C=CC=CC1=2)=O, predict the reaction product. The product is: [CH2:1]([C@H:8]([NH:21][C:22]([C@@H:24]([NH:35][C:36]([C@@H:38]([NH:40][C:41]([C:43]1[N:44]([CH3:48])[N:45]=[CH:46][CH:47]=1)=[O:42])[CH3:39])=[O:37])[CH2:25][C:26]1[C:34]2[C:29](=[CH:30][CH:31]=[CH:32][CH:33]=2)[NH:28][CH:27]=1)=[O:23])[C:9]([C:11](=[O:20])[NH:12][CH2:13][C:14]1[CH:15]=[CH:16][CH:17]=[CH:18][CH:19]=1)=[O:10])[C:2]1[CH:7]=[CH:6][CH:5]=[CH:4][CH:3]=1.